From a dataset of Forward reaction prediction with 1.9M reactions from USPTO patents (1976-2016). Predict the product of the given reaction. (1) The product is: [F:21][C:20]([F:23])([F:22])[C:36]([OH:37])=[O:39].[Cl:1][C:2]1[CH:7]=[C:6]([Cl:8])[CH:5]=[CH:4][C:3]=1[N:9]1[C:13]2[C:14]([C:20]([F:23])([F:21])[F:22])=[CH:15][C:16]([C:18]([NH2:19])=[O:37])=[CH:17][C:12]=2[N:11]([CH2:27][CH2:28][N:29]([CH2:32][CH3:33])[CH2:30][CH3:31])[C:10]1=[O:24]. Given the reactants [Cl:1][C:2]1[CH:7]=[C:6]([Cl:8])[CH:5]=[CH:4][C:3]=1[N:9]1[C:13]2[C:14]([C:20]([F:23])([F:22])[F:21])=[CH:15][C:16]([C:18]#[N:19])=[CH:17][C:12]=2[NH:11][C:10]1=[O:24].[H-].[Na+].[CH3:27][CH2:28][N:29]([CH2:32][CH2:33]Cl)[CH2:30][CH3:31].Cl.[C:36](=[O:39])(O)[O-:37].[Na+], predict the reaction product. (2) Given the reactants FC(F)(F)S(O[C:7]1[C:16]2[C:11](=[CH:12][N:13]=[C:14]([O:17][CH2:18][C:19]3[CH:24]=[CH:23][CH:22]=[CH:21][CH:20]=3)[CH:15]=2)[CH:10]=[CH:9][N:8]=1)(=O)=O.[CH3:27][N:28]1[CH:32]=[C:31](B2OC(C)(C)C(C)(C)O2)[CH:30]=[N:29]1.C(=O)([O-])[O-].[Cs+].[Cs+], predict the reaction product. The product is: [CH2:18]([O:17][C:14]1[CH:15]=[C:16]2[C:11]([CH:10]=[CH:9][N:8]=[C:7]2[C:31]2[CH:30]=[N:29][N:28]([CH3:27])[CH:32]=2)=[CH:12][N:13]=1)[C:19]1[CH:24]=[CH:23][CH:22]=[CH:21][CH:20]=1. (3) The product is: [N:1]1[CH:6]=[CH:5][CH:4]=[CH:3][C:2]=1[N:7]1[C:8]2[CH:13]=[CH:12][CH:11]=[CH:10][C:9]=2[N:14]=[C:22]1/[CH:21]=[CH:20]/[C:16]1[S:15][CH:19]=[CH:18][CH:17]=1. Given the reactants [N:1]1[CH:6]=[CH:5][CH:4]=[CH:3][C:2]=1[NH:7][C:8]1[CH:13]=[CH:12][CH:11]=[CH:10][C:9]=1[NH2:14].[S:15]1[CH:19]=[CH:18][CH:17]=[C:16]1/[CH:20]=[CH:21]/[C:22](Cl)=O.N1C=CC=CC=1N1C2C=CC=CC=2N=C1/C=C/C1C=CC=CC=1, predict the reaction product. (4) Given the reactants C([O:3][C:4](=[O:17])[CH2:5][N:6]1[C:14]2[C:9](=[CH:10][C:11]([Cl:15])=[CH:12][CH:13]=2)[CH2:8][C:7]1=[O:16])C, predict the reaction product. The product is: [Cl:15][C:11]1[CH:10]=[C:9]2[C:14](=[CH:13][CH:12]=1)[N:6]([CH2:5][C:4]([OH:17])=[O:3])[C:7](=[O:16])[CH2:8]2. (5) Given the reactants Cl[C:2]1[CH:11]=[CH:10][C:9]2[C:4](=[CH:5][CH:6]=[C:7]([OH:12])[CH:8]=2)[N:3]=1.CC1(C)C(C)(C)OB([C:21]2[CH:30]=[CH:29][C:24]([C:25]([O:27]C)=[O:26])=[CH:23][C:22]=2[C:31]([F:34])([F:33])[F:32])O1, predict the reaction product. The product is: [OH:12][C:7]1[CH:8]=[C:9]2[C:4](=[CH:5][CH:6]=1)[N:3]=[C:2]([C:21]1[CH:30]=[CH:29][C:24]([C:25]([OH:27])=[O:26])=[CH:23][C:22]=1[C:31]([F:32])([F:34])[F:33])[CH:11]=[CH:10]2. (6) Given the reactants [F:1][C:2]1[C:7]([NH:8][NH2:9])=[CH:6][CH:5]=[CH:4][N:3]=1.C(=O)([O-])[O-].[Na+].[Na+].[C:16](OCC)(=[O:24])[C:17]#[C:18][C:19]([O:21][CH2:22][CH3:23])=[O:20].Cl, predict the reaction product. The product is: [F:1][C:2]1[C:7]([N:8]2[C:16]([OH:24])=[CH:17][C:18]([C:19]([O:21][CH2:22][CH3:23])=[O:20])=[N:9]2)=[CH:6][CH:5]=[CH:4][N:3]=1. (7) Given the reactants [C:1]([CH:4]1[CH2:9][N:8]([CH3:10])[CH2:7][CH2:6][N:5]1[C:11]1[N:16]=[C:15](Cl)[N:14]=[C:13]([C:18]([NH2:20])=[O:19])[CH:12]=1)(=[O:3])[NH2:2].CC1(C)C(C)(C)OB([C:29]2[CH:34]=[CH:33][C:32]([O:35][C:36]3[CH:41]=[CH:40][C:39]([C:42]([F:45])([F:44])[F:43])=[CH:38][CH:37]=3)=[CH:31][CH:30]=2)O1.C([O-])([O-])=O.[Na+].[Na+], predict the reaction product. The product is: [C:1]([CH:4]1[CH2:9][N:8]([CH3:10])[CH2:7][CH2:6][N:5]1[C:11]1[N:16]=[C:15]([C:29]2[CH:30]=[CH:31][C:32]([O:35][C:36]3[CH:41]=[CH:40][C:39]([C:42]([F:43])([F:44])[F:45])=[CH:38][CH:37]=3)=[CH:33][CH:34]=2)[N:14]=[C:13]([C:18]([NH2:20])=[O:19])[CH:12]=1)(=[O:3])[NH2:2]. (8) Given the reactants C[O:2][C:3]1[CH:8]=[C:7]([O:9]C)[CH:6]=[CH:5][C:4]=1[CH:11]1[N:16]([CH3:17])[CH2:15][CH2:14][C:13]([CH3:18])=[CH:12]1.B(Br)(Br)Br.C(=O)(O)[O-].[Na+], predict the reaction product. The product is: [CH3:17][N:16]1[CH2:15][CH2:14][C:13]([CH3:18])=[CH:12][CH:11]1[C:4]1[CH:5]=[CH:6][C:7]([OH:9])=[CH:8][C:3]=1[OH:2]. (9) The product is: [C:1]([O:5][C:6]([N:8]1[CH2:13][CH2:12][CH:11]([NH:14][C:15]2[CH:20]=[CH:19][CH:18]=[CH:17][C:16]=2[O:21][CH2:22][C:23]([OH:25])=[O:24])[CH2:10][CH2:9]1)=[O:7])([CH3:4])([CH3:2])[CH3:3]. Given the reactants [C:1]([O:5][C:6]([N:8]1[CH2:13][CH2:12][CH:11]([NH:14][C:15]2[CH:20]=[CH:19][CH:18]=[CH:17][C:16]=2[O:21][CH2:22][C:23]([O:25]CC)=[O:24])[CH2:10][CH2:9]1)=[O:7])([CH3:4])([CH3:3])[CH3:2].[OH-].[Na+].Cl, predict the reaction product.